This data is from Reaction yield outcomes from USPTO patents with 853,638 reactions. The task is: Predict the reaction yield, written as a fraction of the theoretical maximum amount of product (1.0 means a 100% yield; for example, 0.34 means a 34% yield). (1) The reactants are Cl.[NH2:2][CH2:3][CH2:4][C:5]1[CH:12]=[CH:11][C:8]([C:9]#[N:10])=[CH:7][CH:6]=1.C([O-])(O)=O.[Na+]. No catalyst specified. The product is [NH2:2][CH2:3][CH2:4][C:5]1[CH:12]=[CH:11][C:8]([C:9]#[N:10])=[CH:7][CH:6]=1. The yield is 0.850. (2) The reactants are NC(N)=O.Cl.[C:6]1([C:12]([CH:14]2[CH2:19][CH2:18][NH:17][CH2:16][CH2:15]2)=O)[CH:11]=[CH:10][CH:9]=[CH:8][CH:7]=1.CCN(C(C)C)C(C)C.[C:29](O[C:29]([O:31][C:32]([CH3:35])([CH3:34])[CH3:33])=[O:30])([O:31][C:32]([CH3:35])([CH3:34])[CH3:33])=[O:30]. The catalyst is C(Cl)Cl. The product is [CH2:12]([CH:14]1[CH2:19][CH2:18][N:17]([C:29]([O:31][C:32]([CH3:35])([CH3:34])[CH3:33])=[O:30])[CH2:16][CH2:15]1)[C:6]1[CH:11]=[CH:10][CH:9]=[CH:8][CH:7]=1. The yield is 0.920. (3) The reactants are [CH3:1][O:2]C1C=C(C2C(N3CCNCC3)=C3C=CNC3=NC=2)C=CC=1.[C:24]([O:28][C:29]([N:31]([CH:44]([CH3:46])[CH3:45])C[C@H](C1C=CC(Cl)=CC=1)C(O)=O)=[O:30])([CH3:27])(C)C.C1C=CC2N(O)N=NC=2C=1.O.CCN=C=NCCCN(C)C.CCN(C(C)C)C(C)C. The catalyst is C(Cl)Cl. The product is [O:2]=[CH:1][CH2:27][CH2:24][O:28][C:29](=[O:30])[NH:31][CH:44]([CH3:45])[CH3:46]. The yield is 0.536. (4) The catalyst is C(Cl)Cl. The yield is 0.270. The reactants are [O:1]1[CH2:5][CH2:4][O:3][CH:2]1[CH:6]([OH:33])[C:7]1[C:15]2[N:14]=[C:13]([CH:16]3[CH2:18][CH2:17]3)[N:12]([C:19]([O:21][C:22]([CH3:25])([CH3:24])[CH3:23])=[O:20])[C:11]=2[CH:10]=[C:9]([C:26]2[C:27]([CH3:32])=[N:28][O:29][C:30]=2[CH3:31])[CH:8]=1.CC(OI1(OC(C)=O)(OC(C)=O)OC(=O)C2C=CC=CC1=2)=O. The product is [CH:16]1([C:13]2[N:12]([C:19]([O:21][C:22]([CH3:23])([CH3:24])[CH3:25])=[O:20])[C:11]3[CH:10]=[C:9]([C:26]4[C:27]([CH3:32])=[N:28][O:29][C:30]=4[CH3:31])[CH:8]=[C:7]([C:6]([CH:2]4[O:3][CH2:4][CH2:5][O:1]4)=[O:33])[C:15]=3[N:14]=2)[CH2:18][CH2:17]1. (5) The reactants are F[C:2]1[CH:7]=[CH:6][C:5]([C:8]2[O:9][C:10]([C:13]3[C:14]([C:19]4[CH:24]=[CH:23][CH:22]=[CH:21][CH:20]=4)=[N:15][O:16][C:17]=3[CH3:18])=[N:11][N:12]=2)=[CH:4][CH:3]=1.[CH3:25][C:26]1[NH:27][CH:28]=[CH:29][N:30]=1. No catalyst specified. The product is [CH3:25][C:26]1[N:27]([C:2]2[CH:7]=[CH:6][C:5]([C:8]3[O:9][C:10]([C:13]4[C:14]([C:19]5[CH:24]=[CH:23][CH:22]=[CH:21][CH:20]=5)=[N:15][O:16][C:17]=4[CH3:18])=[N:11][N:12]=3)=[CH:4][CH:3]=2)[CH:28]=[CH:29][N:30]=1. The yield is 0.460. (6) The product is [C:32]([NH:33][C@H:34]1[CH2:38][CH2:37][N:36]([C:2]2[N:10]=[C:9]([NH:24][C:23]3[CH:22]=[CH:21][C:20]([CH2:19][CH2:18][N:13]4[CH2:17][CH2:16][CH2:15][CH2:14]4)=[CH:26][CH:25]=3)[C:8]([F:12])=[CH:7][C:3]=2[C:4]([NH2:6])=[O:5])[CH2:35]1)(=[O:39])[CH:40]=[CH2:41]. The yield is 0.390. The reactants are Cl[C:2]1[N:10]=[C:9](Cl)[C:8]([F:12])=[CH:7][C:3]=1[C:4]([NH2:6])=[O:5].[N:13]1([CH2:18][CH2:19][C:20]2[CH:26]=[CH:25][C:23]([NH2:24])=[CH:22][CH:21]=2)[CH2:17][CH2:16][CH2:15][CH2:14]1.C(O[C:32](=[O:39])[NH:33][C@H:34]1[CH2:38][CH2:37][NH:36][CH2:35]1)(C)(C)C.[C:40](O)(=O)[CH:41]=C. No catalyst specified. (7) The reactants are [NH:1]1[C:5]2[CH:6]=[CH:7][CH:8]=[CH:9][C:4]=2[N:3]=[C:2]1[CH2:10][N:11]1[C@H:24]2[C@@H:15]([CH2:16][CH2:17][C:18]3[C:23]2=[N:22][CH:21]=[CH:20][CH:19]=3)[CH2:14][CH2:13][CH2:12]1.C(=O)([O-])[O-].[K+].[K+].Br[CH2:32][CH2:33][CH2:34][C:35]#[N:36].[I-].[K+]. The catalyst is CN(C)C=O.O. The product is [N:11]1([CH2:10][C:2]2[N:3]([CH2:32][CH2:33][CH2:34][C:35]#[N:36])[C:4]3[CH:9]=[CH:8][CH:7]=[CH:6][C:5]=3[N:1]=2)[C@H:24]2[C@@H:15]([CH2:16][CH2:17][C:18]3[C:23]2=[N:22][CH:21]=[CH:20][CH:19]=3)[CH2:14][CH2:13][CH2:12]1. The yield is 0.480. (8) The catalyst is CN1C(=O)CCC1.O. The product is [N:22]1[CH:23]=[CH:24][CH:25]=[C:20]([C:19]([N:9]2[CH2:10][CH2:11][C:6]3([CH2:1][CH2:2][N:3]([C:12]([O:14][C:15]([CH3:18])([CH3:17])[CH3:16])=[O:13])[CH2:4][CH2:5]3)[CH2:7][CH2:8]2)=[O:26])[CH:21]=1. The reactants are [CH2:1]1[C:6]2([CH2:11][CH2:10][NH:9][CH2:8][CH2:7]2)[CH2:5][CH2:4][N:3]([C:12]([O:14][C:15]([CH3:18])([CH3:17])[CH3:16])=[O:13])[CH2:2]1.[C:19](O)(=[O:26])[C:20]1[CH:25]=[CH:24][CH:23]=[N:22][CH:21]=1.CCN(C(C)C)C(C)C.CN(C(ON1N=NC2C=CC=CC1=2)=[N+](C)C)C.F[P-](F)(F)(F)(F)F. The yield is 0.770.